This data is from Catalyst prediction with 721,799 reactions and 888 catalyst types from USPTO. The task is: Predict which catalyst facilitates the given reaction. (1) Reactant: [NH:1]([C:3]1[CH:8]=[C:7]([CH3:9])[NH:6][C:5](=[O:10])[CH:4]=1)[NH2:2].[CH3:11][O:12][CH:13]1[CH2:18][CH2:17][C:16](=O)[CH2:15][CH2:14]1. Product: [CH3:11][O:12][CH:13]1[CH2:18][CH2:17][C:16](=[N:2][NH:1][C:3]2[CH:8]=[C:7]([CH3:9])[NH:6][C:5](=[O:10])[CH:4]=2)[CH2:15][CH2:14]1. The catalyst class is: 8. (2) Reactant: Cl[C:2]1[CH:7]=[C:6]([Cl:8])[N:5]=[C:4]([CH3:9])[N:3]=1.C(N(CC)CC)C.[CH3:17][N:18]1[CH:22]=[C:21]([CH2:23][NH2:24])[CH:20]=[N:19]1. Product: [Cl:8][C:6]1[N:5]=[C:4]([CH3:9])[N:3]=[C:2]([NH:24][CH2:23][C:21]2[CH:20]=[N:19][N:18]([CH3:17])[CH:22]=2)[CH:7]=1. The catalyst class is: 155. (3) Reactant: [NH2:1][C:2]1[N:7]([C:8]2[CH:13]=[CH:12][C:11]([I:14])=[CH:10][C:9]=2[F:15])[C:6](=[O:16])[NH:5][C:4](=[O:17])[CH:3]=1.CO[CH:20](OC)[N:21]([CH3:23])[CH3:22].O.C(O)(C)C. Product: [F:15][C:9]1[CH:10]=[C:11]([I:14])[CH:12]=[CH:13][C:8]=1[N:7]1[C:2](/[N:1]=[CH:20]/[N:21]([CH3:23])[CH3:22])=[CH:3][C:4](=[O:17])[NH:5][C:6]1=[O:16]. The catalyst class is: 9. (4) Reactant: C(OC([N:8]1[CH2:13][CH2:12][CH:11]([C:14]2[CH:19]=[CH:18][C:17]([CH2:20][N:21]3[CH2:26][CH2:25][O:24][CH2:23][CH2:22]3)=[CH:16][CH:15]=2)[CH2:10][CH2:9]1)=O)(C)(C)C.C(O)(C(F)(F)F)=O. Product: [NH:8]1[CH2:13][CH2:12][CH:11]([C:14]2[CH:15]=[CH:16][C:17]([CH2:20][N:21]3[CH2:26][CH2:25][O:24][CH2:23][CH2:22]3)=[CH:18][CH:19]=2)[CH2:10][CH2:9]1. The catalyst class is: 2. (5) Reactant: C[O:2][C:3](=[O:36])[CH2:4][CH2:5][C:6]1[CH:11]=[CH:10][C:9]([O:12][C:13]2[C:14]3[C:21]([C:22]4[CH:27]=[CH:26][C:25]([O:28][CH3:29])=[CH:24][CH:23]=4)=[C:20]([C:30]4[CH:35]=[CH:34][CH:33]=[CH:32][CH:31]=4)[O:19][C:15]=3[N:16]=[CH:17][N:18]=2)=[CH:8][CH:7]=1.[OH-].[Na+].Cl. Product: [CH3:29][O:28][C:25]1[CH:24]=[CH:23][C:22]([C:21]2[C:14]3[C:13]([O:12][C:9]4[CH:10]=[CH:11][C:6]([CH2:5][CH2:4][C:3]([OH:36])=[O:2])=[CH:7][CH:8]=4)=[N:18][CH:17]=[N:16][C:15]=3[O:19][C:20]=2[C:30]2[CH:35]=[CH:34][CH:33]=[CH:32][CH:31]=2)=[CH:27][CH:26]=1. The catalyst class is: 1.